Dataset: Experimentally validated miRNA-target interactions with 360,000+ pairs, plus equal number of negative samples. Task: Binary Classification. Given a miRNA mature sequence and a target amino acid sequence, predict their likelihood of interaction. The miRNA is hsa-miR-331-3p with sequence GCCCCUGGGCCUAUCCUAGAA. The protein sequence of the target gene is MSDVELVKKMLRAVLQSSKHGVAMARLQGDYRALTGEMIPFRKFGHDTLESFLRSIPGVVRLERSITGEVMCFAGVCEETAHIAQLVARQKNVKKTGCSKLLNFQMRARTSHLFSHNVKPRLSLRQPSNMTHPGRGSVTSFYSTQRKLYSNDLPSSRAPAWQMNRKSPVPEKTSVVPSKINTNIKTPLKKTSGTAAQQKPVNRADVELVQGRIKQLLQKYSSGVWLSKIPQLYKSMFQEELHIIQEVEKWTHICTVEKPGSNNIVDRLVYPVLEPVPKASPVPVKSPCKQSPNTALLKQP.... Result: 0 (no interaction).